From a dataset of NCI-60 drug combinations with 297,098 pairs across 59 cell lines. Regression. Given two drug SMILES strings and cell line genomic features, predict the synergy score measuring deviation from expected non-interaction effect. (1) Drug 1: CCC1=C2CN3C(=CC4=C(C3=O)COC(=O)C4(CC)O)C2=NC5=C1C=C(C=C5)O. Drug 2: C(CC(=O)O)C(=O)CN.Cl. Cell line: KM12. Synergy scores: CSS=40.3, Synergy_ZIP=-6.19, Synergy_Bliss=-5.16, Synergy_Loewe=-3.25, Synergy_HSA=-1.45. (2) Drug 1: CC1C(C(=O)NC(C(=O)N2CCCC2C(=O)N(CC(=O)N(C(C(=O)O1)C(C)C)C)C)C(C)C)NC(=O)C3=C4C(=C(C=C3)C)OC5=C(C(=O)C(=C(C5=N4)C(=O)NC6C(OC(=O)C(N(C(=O)CN(C(=O)C7CCCN7C(=O)C(NC6=O)C(C)C)C)C)C(C)C)C)N)C. Drug 2: C1CN(P(=O)(OC1)NCCCl)CCCl. Cell line: K-562. Synergy scores: CSS=50.3, Synergy_ZIP=4.02, Synergy_Bliss=4.53, Synergy_Loewe=-70.9, Synergy_HSA=0.554. (3) Drug 1: C1CN1P(=S)(N2CC2)N3CC3. Drug 2: C1CCC(C(C1)N)N.C(=O)(C(=O)[O-])[O-].[Pt+4]. Cell line: HT29. Synergy scores: CSS=36.3, Synergy_ZIP=0.292, Synergy_Bliss=2.40, Synergy_Loewe=-8.24, Synergy_HSA=2.06. (4) Synergy scores: CSS=9.12, Synergy_ZIP=-1.91, Synergy_Bliss=-1.61, Synergy_Loewe=-2.63, Synergy_HSA=-3.49. Drug 1: CC1=C(C(CCC1)(C)C)C=CC(=CC=CC(=CC(=O)O)C)C. Cell line: SN12C. Drug 2: CS(=O)(=O)CCNCC1=CC=C(O1)C2=CC3=C(C=C2)N=CN=C3NC4=CC(=C(C=C4)OCC5=CC(=CC=C5)F)Cl. (5) Drug 1: C1=NC2=C(N=C(N=C2N1C3C(C(C(O3)CO)O)O)F)N. Drug 2: CCN(CC)CCNC(=O)C1=C(NC(=C1C)C=C2C3=C(C=CC(=C3)F)NC2=O)C. Cell line: OVCAR3. Synergy scores: CSS=-0.605, Synergy_ZIP=-1.62, Synergy_Bliss=-5.11, Synergy_Loewe=-7.31, Synergy_HSA=-6.19.